From a dataset of Full USPTO retrosynthesis dataset with 1.9M reactions from patents (1976-2016). Predict the reactants needed to synthesize the given product. Given the product [CH2:1]([C:3]([C:21]1[CH:32]=[CH:31][C:24]([O:25][CH2:26][C@@H:27]([OH:30])[CH2:28][OH:29])=[C:23]([CH3:33])[CH:22]=1)([C:6]1[CH:11]=[CH:10][C:9]([CH2:12][CH2:13][C@H:14]([OH:19])[C:15]([CH3:17])([CH3:18])[CH3:16])=[C:8]([CH3:20])[CH:7]=1)[CH2:4][CH3:5])[CH3:2], predict the reactants needed to synthesize it. The reactants are: [CH2:1]([C:3]([C:21]1[CH:32]=[CH:31][C:24]([O:25][CH2:26][C@@H:27]([OH:30])[CH2:28][OH:29])=[C:23]([CH3:33])[CH:22]=1)([C:6]1[CH:11]=[CH:10][C:9]([CH2:12][CH2:13][C@@H:14]([OH:19])[C:15]([CH3:18])([CH3:17])[CH3:16])=[C:8]([CH3:20])[CH:7]=1)[CH2:4][CH3:5])[CH3:2].C(C(C1C=CC(OC[C@@H](O)CO)=C(C)C=1)(C1C=CC(CCC(O)C(C)(C)C)=CC=1)CC)C.